Regression. Given a peptide amino acid sequence and an MHC pseudo amino acid sequence, predict their binding affinity value. This is MHC class I binding data. From a dataset of Peptide-MHC class I binding affinity with 185,985 pairs from IEDB/IMGT. (1) The peptide sequence is RLVDAMVYT. The MHC is HLA-A68:02 with pseudo-sequence HLA-A68:02. The binding affinity (normalized) is 0.276. (2) The peptide sequence is LLLCLIFLL. The MHC is HLA-A02:03 with pseudo-sequence HLA-A02:03. The binding affinity (normalized) is 0.356. (3) The peptide sequence is TIPTNIPTL. The MHC is HLA-A31:01 with pseudo-sequence HLA-A31:01. The binding affinity (normalized) is 0.0847. (4) The peptide sequence is VLRDDLLEA. The MHC is HLA-A02:01 with pseudo-sequence HLA-A02:01. The binding affinity (normalized) is 0.396. (5) The peptide sequence is TVKDGRLGA. The MHC is HLA-A30:01 with pseudo-sequence HLA-A30:01. The binding affinity (normalized) is 0.493.